From a dataset of Forward reaction prediction with 1.9M reactions from USPTO patents (1976-2016). Predict the product of the given reaction. Given the reactants [NH:1]1[C:8](=[O:9])[CH2:7][C:5](=[O:6])[NH:4][C:2]1=[O:3].[F:10][CH:11]([F:36])[CH2:12][NH:13][C:14]([C:16]1[C:20]2[CH:21]=[C:22]([CH:34]=O)[C:23]([N:26]3[CH2:31][C@H:30]([CH3:32])[O:29][C@H:28]([CH3:33])[CH2:27]3)=[C:24]([F:25])[C:19]=2[O:18][N:17]=1)=[O:15], predict the reaction product. The product is: [F:36][CH:11]([F:10])[CH2:12][NH:13][C:14]([C:16]1[C:20]2[CH:21]=[C:22]3[C:23](=[C:24]([F:25])[C:19]=2[O:18][N:17]=1)[N:26]1[CH2:31][C@@H:30]([CH3:32])[O:29][C@@H:28]([CH3:33])[C@@H:27]1[C:7]1([C:5](=[O:6])[NH:4][C:2](=[O:3])[NH:1][C:8]1=[O:9])[CH2:34]3)=[O:15].